Predict which catalyst facilitates the given reaction. From a dataset of Catalyst prediction with 721,799 reactions and 888 catalyst types from USPTO. (1) Reactant: [CH3:1][Si:2]([C:5]#[CH:6])([CH3:4])[CH3:3].Br[C:8]1[CH:9]=[CH:10][C:11]([C:14]2[CH:19]=[CH:18][C:17](Br)=[CH:16][N:15]=2)=[N:12][CH:13]=1. Product: [CH3:1][Si:2]([C:5]#[C:6][C:8]1[CH:9]=[CH:10][C:11]([C:14]2[CH:19]=[CH:18][C:17]([C:6]#[C:5][Si:2]([CH3:4])([CH3:3])[CH3:1])=[CH:16][N:15]=2)=[N:12][CH:13]=1)([CH3:4])[CH3:3]. The catalyst class is: 540. (2) Reactant: [CH2:1]([N:8]1[C:13]2[CH:14]=[CH:15][C:16]([C:18]([O:20]C)=[O:19])=[CH:17][C:12]=2[O:11][CH2:10][C:9]1=[O:22])[C:2]1[CH:7]=[CH:6][CH:5]=[CH:4][CH:3]=1.[OH-].[Na+].Cl. Product: [CH2:1]([N:8]1[C:13]2[CH:14]=[CH:15][C:16]([C:18]([OH:20])=[O:19])=[CH:17][C:12]=2[O:11][CH2:10][C:9]1=[O:22])[C:2]1[CH:3]=[CH:4][CH:5]=[CH:6][CH:7]=1. The catalyst class is: 5. (3) Reactant: FC(F)(F)C(O)=O.[Cl:8][C:9]1[CH:14]=[CH:13][C:12]([C:15]2[CH:16]=[C:17]([C:27]([NH:29][N:30]3[CH2:35][CH2:34][NH:33][CH2:32][CH2:31]3)=[O:28])[CH:18]=[N:19][C:20]=2[O:21][CH2:22][C:23]([F:26])([F:25])[F:24])=[CH:11][CH:10]=1.C(N(CC)C(C)C)(C)C.[CH3:45][S:46](Cl)(=[O:48])=[O:47]. Product: [Cl:8][C:9]1[CH:14]=[CH:13][C:12]([C:15]2[CH:16]=[C:17]([C:27]([NH:29][N:30]3[CH2:31][CH2:32][N:33]([S:46]([CH3:45])(=[O:48])=[O:47])[CH2:34][CH2:35]3)=[O:28])[CH:18]=[N:19][C:20]=2[O:21][CH2:22][C:23]([F:24])([F:26])[F:25])=[CH:11][CH:10]=1. The catalyst class is: 4. (4) Reactant: [C:1](/[C:3](=[C:7](/[N:9]1[CH2:14][CH2:13][CH2:12][CH2:11][CH2:10]1)\[CH3:8])/[C:4](=[S:6])[NH2:5])#[N:2].[CH3:15]OC(OC)N(C)C.[OH-].[Na+]. Product: [N:9]1([C:7]2[CH:8]=[CH:15][NH:5][C:4](=[S:6])[C:3]=2[C:1]#[N:2])[CH2:10][CH2:11][CH2:12][CH2:13][CH2:14]1. The catalyst class is: 11. (5) Reactant: [OH:1][C:2]1[CH:3]=[CH:4][C:5]2[N:6]([CH:8]=[C:9]([C:11]([O:13][CH3:14])=[O:12])[CH:10]=2)[N:7]=1.C(N(C(C)C)CC)(C)C.[S:24](O[S:24]([C:27]([F:30])([F:29])[F:28])(=[O:26])=[O:25])([C:27]([F:30])([F:29])[F:28])(=[O:26])=[O:25]. Product: [F:28][C:27]([F:30])([F:29])[S:24]([O:1][C:2]1[CH:3]=[CH:4][C:5]2[N:6]([CH:8]=[C:9]([C:11]([O:13][CH3:14])=[O:12])[CH:10]=2)[N:7]=1)(=[O:26])=[O:25]. The catalyst class is: 503. (6) Reactant: [CH3:1][C:2]1([CH3:71])[CH:5]([C:6]([O:8][C@H:9]2[CH2:26][CH2:25][C@@:24]3([CH3:27])[C@@H:11]([CH2:12][CH2:13][C@:14]4([CH3:58])[C@@H:23]3[CH2:22][CH2:21][C@H:20]3[C@@:15]4([CH3:57])[CH2:16][CH2:17][C@@:18]4([C:34]([N:36]5[CH2:40][CH2:39][CH2:38][C@H:37]5[C:41]5[NH:42][C:43]([C:46]6[CH:51]=[CH:50][C:49]([O:52]CCOC)=[CH:48][CH:47]=6)=[CH:44][N:45]=5)=[O:35])[CH2:30][CH2:29][C@@H:28]([C:31]([CH3:33])=[CH2:32])[C@@H:19]43)[C:10]2([CH3:60])[CH3:59])=[O:7])[CH2:4][CH:3]1[C:61]([O:63]CC1C=CC=CC=1)=[O:62].C([O-])=O.[NH4+]. Product: [OH:52][C:49]1[CH:50]=[CH:51][C:46]([C:43]2[NH:42][C:41]([C@@H:37]3[CH2:38][CH2:39][CH2:40][N:36]3[C:34]([C@:18]34[CH2:30][CH2:29][C@@H:28]([C:31]([CH3:33])=[CH2:32])[C@@H:19]3[C@@H:20]3[C@@:15]([CH3:57])([CH2:16][CH2:17]4)[C@@:14]4([CH3:58])[C@@H:23]([C@:24]5([CH3:27])[C@@H:11]([CH2:12][CH2:13]4)[C:10]([CH3:60])([CH3:59])[C@@H:9]([O:8][C:6]([CH:5]4[CH2:4][CH:3]([C:61]([OH:63])=[O:62])[C:2]4([CH3:1])[CH3:71])=[O:7])[CH2:26][CH2:25]5)[CH2:22][CH2:21]3)=[O:35])=[N:45][CH:44]=2)=[CH:47][CH:48]=1. The catalyst class is: 582. (7) Reactant: [CH2:1]([O:8][C:9]([NH:11][CH2:12][CH2:13][CH2:14][CH2:15][CH:16]([NH:20][C:21](=[O:49])[C@@H:22]([NH:38][C:39]([O:41][CH2:42][C:43]1[CH:48]=[CH:47][CH:46]=[CH:45][CH:44]=1)=[O:40])[CH2:23][CH2:24][CH2:25][CH2:26][NH:27][C:28]([O:30][CH2:31][C:32]1[CH:37]=[CH:36][CH:35]=[CH:34][CH:33]=1)=[O:29])[C:17]([O-:19])=[O:18])=[O:10])[C:2]1[CH:7]=[CH:6][CH:5]=[CH:4][CH:3]=1.CO.[OH-].[K+]. Product: [CH2:1]([O:8][C:9]([NH:11][CH2:12][CH2:13][CH2:14][CH2:15][C@H:16]([NH:20][C:21](=[O:49])[C@@H:22]([NH:38][C:39]([O:41][CH2:42][C:43]1[CH:48]=[CH:47][CH:46]=[CH:45][CH:44]=1)=[O:40])[CH2:23][CH2:24][CH2:25][CH2:26][NH:27][C:28]([O:30][CH2:31][C:32]1[CH:37]=[CH:36][CH:35]=[CH:34][CH:33]=1)=[O:29])[C:17]([OH:19])=[O:18])=[O:10])[C:2]1[CH:3]=[CH:4][CH:5]=[CH:6][CH:7]=1. The catalyst class is: 6. (8) Reactant: [CH3:1][N:2]1[C:14]2[CH2:13][CH2:12][CH:11]([CH2:15][N:16]3[CH:20]=[CH:19][N:18]=[C:17]3[CH3:21])[C:10](=[O:22])[C:9]=2[C:8]2[C:3]1=[CH:4][CH:5]=[CH:6][CH:7]=2.[ClH:23]. Product: [OH2:22].[OH2:22].[ClH:23].[CH3:1][N:2]1[C:14]2[CH2:13][CH2:12][CH:11]([CH2:15][N:16]3[CH:20]=[CH:19][N:18]=[C:17]3[CH3:21])[C:10](=[O:22])[C:9]=2[C:8]2[C:3]1=[CH:4][CH:5]=[CH:6][CH:7]=2. The catalyst class is: 40. (9) Reactant: [H-].[Na+].[OH:3]/[N:4]=[C:5](\[C:11]1[CH:16]=[CH:15][C:14]([O:17][C:18]2[CH:23]=[CH:22][CH:21]=[CH:20][CH:19]=2)=[CH:13][CH:12]=1)/[C:6]([O:8]CC)=[O:7].Cl[CH2:25][C:26]1[CH:45]=[CH:44][C:29]([O:30][CH2:31][C:32]2[N:33]=[C:34]([C:38]3[CH:43]=[CH:42][CH:41]=[CH:40][CH:39]=3)[O:35][C:36]=2[CH3:37])=[CH:28][CH:27]=1.Cl.C(=O)(O)[O-].[Na+]. Product: [CH3:37][C:36]1[O:35][C:34]([C:38]2[CH:39]=[CH:40][CH:41]=[CH:42][CH:43]=2)=[N:33][C:32]=1[CH2:31][O:30][C:29]1[CH:28]=[CH:27][C:26]([CH2:25][O:3]/[N:4]=[C:5](\[C:11]2[CH:12]=[CH:13][C:14]([O:17][C:18]3[CH:19]=[CH:20][CH:21]=[CH:22][CH:23]=3)=[CH:15][CH:16]=2)/[C:6]([OH:8])=[O:7])=[CH:45][CH:44]=1. The catalyst class is: 9.